From a dataset of Forward reaction prediction with 1.9M reactions from USPTO patents (1976-2016). Predict the product of the given reaction. (1) The product is: [C:26]1([CH3:37])[CH:27]=[CH:28][C:29]([S:32]([O-:35])(=[O:33])=[O:34])=[CH:30][CH:31]=1.[C:15]([C:12]1[CH:13]=[CH:14][C:9]([O:8][CH2:7][CH2:6][CH2:5][N+:4]([CH2:23][CH2:24][OH:25])([CH2:3][CH2:2][OH:1])[CH3:26])=[CH:10][CH:11]=1)(=[O:16])[C:17]1[CH:22]=[CH:21][CH:20]=[CH:19][CH:18]=1. Given the reactants [OH:1][CH2:2][CH2:3][N:4]([CH2:23][CH2:24][OH:25])[CH2:5][CH2:6][CH2:7][O:8][C:9]1[CH:14]=[CH:13][C:12]([C:15]([C:17]2[CH:22]=[CH:21][CH:20]=[CH:19][CH:18]=2)=[O:16])=[CH:11][CH:10]=1.[C:26]1([CH3:37])[CH:31]=[CH:30][C:29]([S:32]([O:35]C)(=[O:34])=[O:33])=[CH:28][CH:27]=1, predict the reaction product. (2) Given the reactants [CH3:1][O:2][C:3]1[CH:4]=[C:5]([CH:31]=[CH:32][CH:33]=1)[CH2:6][NH:7][C:8]([C:10]1[NH:11][C:12](=[O:30])[C:13]2[C:18]([CH2:19][O:20][CH2:21][C@H:22]3[CH2:27][CH2:26][C@H:25]([CH2:28][OH:29])[CH2:24][CH2:23]3)=[CH:17][S:16][C:14]=2[N:15]=1)=[O:9].[Cr](O[Cr]([O-])(=O)=O)([O-])(=O)=[O:35].[NH+]1C=CC=CC=1.[NH+]1C=CC=CC=1, predict the reaction product. The product is: [CH3:1][O:2][C:3]1[CH:4]=[C:5]([CH:31]=[CH:32][CH:33]=1)[CH2:6][NH:7][C:8]([C:10]1[NH:11][C:12](=[O:30])[C:13]2[C:18]([CH2:19][O:20][CH2:21][C@H:22]3[CH2:27][CH2:26][C@H:25]([C:28]([OH:35])=[O:29])[CH2:24][CH2:23]3)=[CH:17][S:16][C:14]=2[N:15]=1)=[O:9]. (3) Given the reactants F[C:2]1[CH:3]=[C:4]([CH:7]=[CH:8][CH:9]=1)[C:5]#[N:6].[OH:10][C:11]1[CH:20]=[CH:19][C:18]2[CH2:17][CH2:16][CH2:15][CH2:14][C:13]=2[CH:12]=1.C(=O)([O-])[O-].[Cs+].[Cs+].Cl, predict the reaction product. The product is: [CH:12]1[C:13]2[CH2:14][CH2:15][CH2:16][CH2:17][C:18]=2[CH:19]=[CH:20][C:11]=1[O:10][C:2]1[CH:3]=[C:4]([CH:7]=[CH:8][CH:9]=1)[C:5]#[N:6].